From a dataset of Forward reaction prediction with 1.9M reactions from USPTO patents (1976-2016). Predict the product of the given reaction. (1) Given the reactants [O:1]1[CH2:6][CH2:5][CH:4]([NH2:7])[CH2:3][CH2:2]1.[CH3:8][C:9]1[O:13][N:12]=[C:11]([C:14]2[CH:19]=[CH:18][CH:17]=[CH:16][CH:15]=2)[C:10]=1[C:20]1[N:21]=[CH:22][N:23]([C:25]2[CH:26]=[C:27]([CH:31]=[CH:32][CH:33]=2)[C:28](O)=[O:29])[CH:24]=1, predict the reaction product. The product is: [CH3:8][C:9]1[O:13][N:12]=[C:11]([C:14]2[CH:15]=[CH:16][CH:17]=[CH:18][CH:19]=2)[C:10]=1[C:20]1[N:21]=[CH:22][N:23]([C:25]2[CH:26]=[C:27]([CH:31]=[CH:32][CH:33]=2)[C:28]([NH:7][CH:4]2[CH2:5][CH2:6][O:1][CH2:2][CH2:3]2)=[O:29])[CH:24]=1. (2) Given the reactants [C:1]1([C:7]2[C:8]([C:18](O)=O)=[N:9][O:10][C:11]=2[C:12]2[CH:17]=[CH:16][CH:15]=[CH:14][CH:13]=2)[CH:6]=[CH:5][CH:4]=[CH:3][CH:2]=1.[OH:21]/[N:22]=[C:23](/[C:25]1[CH:42]=[CH:41][C:28]([CH2:29][N:30]2[CH2:33][CH:32]([C:34]([O:36][C:37]([CH3:40])([CH3:39])[CH3:38])=[O:35])[CH2:31]2)=[CH:27][CH:26]=1)\[NH2:24].C1C=CC2N(O)N=NC=2C=1.C(Cl)CCl, predict the reaction product. The product is: [C:1]1([C:7]2[C:8]([C:18]3[O:21][N:22]=[C:23]([C:25]4[CH:26]=[CH:27][C:28]([CH2:29][N:30]5[CH2:31][CH:32]([C:34]([O:36][C:37]([CH3:39])([CH3:38])[CH3:40])=[O:35])[CH2:33]5)=[CH:41][CH:42]=4)[N:24]=3)=[N:9][O:10][C:11]=2[C:12]2[CH:13]=[CH:14][CH:15]=[CH:16][CH:17]=2)[CH:6]=[CH:5][CH:4]=[CH:3][CH:2]=1.